This data is from Full USPTO retrosynthesis dataset with 1.9M reactions from patents (1976-2016). The task is: Predict the reactants needed to synthesize the given product. (1) Given the product [Cl:1][C:15]1[C:13](=[O:14])[NH:3][NH:4][C:17](=[O:30])[C:16]=1[Cl:21], predict the reactants needed to synthesize it. The reactants are: [ClH:1].Cl.[NH2:3][NH2:4].[Cl:21][C:16]1[CH:17]=CC=C[C:15]=1[C:13](Cl)([OH:14])C(OC(=O)[C:13](Cl)([C:15]1C=CC=[CH:17][C:16]=1[Cl:21])[OH:14])=O.[OH2:30]. (2) Given the product [CH3:13][O:12][C:9]1[CH:10]=[C:11]2[C:6](=[CH:7][C:8]=1[O:14][CH3:15])[N:5]=[CH:4][N:3]=[C:2]2[O:16][C:17]1[CH:22]=[CH:21][C:20]([CH2:23][C:24]([OH:26])=[O:25])=[C:19]([O:27][CH3:28])[CH:18]=1, predict the reactants needed to synthesize it. The reactants are: Cl[C:2]1[C:11]2[C:6](=[CH:7][C:8]([O:14][CH3:15])=[C:9]([O:12][CH3:13])[CH:10]=2)[N:5]=[CH:4][N:3]=1.[OH:16][C:17]1[CH:22]=[CH:21][C:20]([CH2:23][C:24]([OH:26])=[O:25])=[C:19]([O:27][CH3:28])[CH:18]=1. (3) Given the product [CH2:33]([O:32][C:30]([NH:23][C@@H:24]([CH2:25][O:14][CH2:13][C@H:12]([O:15][CH2:16][C:17]1[CH:18]=[CH:19][CH:20]=[CH:21][CH:22]=1)[C@@H:9]([O:8][CH2:1][C:2]1[CH:3]=[CH:4][CH:5]=[CH:6][CH:7]=1)[CH2:10][OH:11])[C:26]([O:28][CH3:29])=[O:27])=[O:31])[C:34]1[CH:35]=[CH:36][CH:37]=[CH:38][CH:39]=1, predict the reactants needed to synthesize it. The reactants are: [CH2:1]([O:8][C@H:9]([C@@H:12]([O:15][CH2:16][C:17]1[CH:22]=[CH:21][CH:20]=[CH:19][CH:18]=1)[CH2:13][OH:14])[CH2:10][OH:11])[C:2]1[CH:7]=[CH:6][CH:5]=[CH:4][CH:3]=1.[N@:23]1([C:30]([O:32][CH2:33][C:34]2[CH:39]=[CH:38][CH:37]=[CH:36][CH:35]=2)=[O:31])[CH2:25][CH:24]1[C:26]([O:28][CH3:29])=[O:27].B(F)(F)F.O(CC)CC. (4) Given the product [O:30]=[S:2]1(=[O:1])[CH2:7][CH2:6][N:5]([C:8]([C:10]2[N:11]([C:37]3[CH:36]=[CH:35][CH:34]=[C:33]([C:32]([F:43])([F:42])[F:31])[CH:38]=3)[C:12]3[C:17]([CH:18]=2)=[CH:16][C:15]([C:19]([N:21]2[CH2:22][CH2:23][N:24]([CH:27]([CH3:28])[CH3:29])[CH2:25][CH2:26]2)=[O:20])=[CH:14][CH:13]=3)=[O:9])[CH2:4][CH2:3]1, predict the reactants needed to synthesize it. The reactants are: [O:1]=[S:2]1(=[O:30])[CH2:7][CH2:6][N:5]([C:8]([C:10]2[NH:11][C:12]3[C:17]([CH:18]=2)=[CH:16][C:15]([C:19]([N:21]2[CH2:26][CH2:25][N:24]([CH:27]([CH3:29])[CH3:28])[CH2:23][CH2:22]2)=[O:20])=[CH:14][CH:13]=3)=[O:9])[CH2:4][CH2:3]1.[F:31][C:32]([F:43])([F:42])[C:33]1[CH:34]=[C:35](B(O)O)[CH:36]=[CH:37][CH:38]=1. (5) Given the product [CH3:14][C:11]1[CH:10]=[CH:9][C:8]2[C:13](=[C:4]3[CH2:1][CH:2]([CH3:3])[O:15][C:5]3=[CH:6][CH:7]=2)[N:12]=1, predict the reactants needed to synthesize it. The reactants are: [CH:1]1([C:4]2[C:5]([O:15]C)=[CH:6][CH:7]=[C:8]3[C:13]=2[N:12]=[C:11]([CH3:14])[CH:10]=[CH:9]3)[CH2:3][CH2:2]1.Br.[OH-].[NH4+]. (6) Given the product [C:9]([Si:6]([O:5][CH2:4][CH2:3][C:2]#[CH:1])([CH3:8])[CH3:7])([CH3:12])([CH3:11])[CH3:10], predict the reactants needed to synthesize it. The reactants are: [CH:1]#[C:2][CH2:3][CH2:4][OH:5].[Si:6](Cl)([C:9]([CH3:12])([CH3:11])[CH3:10])([CH3:8])[CH3:7].C(N(CC)CC)C.